From a dataset of Catalyst prediction with 721,799 reactions and 888 catalyst types from USPTO. Predict which catalyst facilitates the given reaction. (1) Product: [O:11]1[CH:10]=[CH:9][CH:8]=[C:7]1[CH2:6][NH:12][S:2]([CH3:1])(=[O:4])=[O:3]. The catalyst class is: 124. Reactant: [CH3:1][S:2](Cl)(=[O:4])=[O:3].[CH2:6]([NH2:12])[C:7]1[O:11][CH:10]=[CH:9][CH:8]=1.C(N(CC)CC)C. (2) Reactant: [F:1][C:2]1[CH:7]=[C:6]([N:8]2[CH2:13][CH2:12][NH:11][CH2:10][CH2:9]2)[CH:5]=[CH:4][C:3]=1[C:14]1[CH:15]=[C:16]2[C:22]([C:23]3[CH:24]=[N:25][N:26]([CH2:28][C:29]4[CH:34]=[CH:33][CH:32]=[C:31]([F:35])[CH:30]=4)[CH:27]=3)=[CH:21][N:20]([S:36]([C:39]3[CH:45]=[CH:44][C:42]([CH3:43])=[CH:41][CH:40]=3)(=[O:38])=[O:37])[C:17]2=[N:18][CH:19]=1.[CH3:46][C@H:47]1[CH2:49][O:48]1.CCN(C(C)C)C(C)C. Product: [F:1][C:2]1[CH:7]=[C:6]([N:8]2[CH2:9][CH2:10][N:11]([CH2:46][C@@H:47]([OH:48])[CH3:49])[CH2:12][CH2:13]2)[CH:5]=[CH:4][C:3]=1[C:14]1[CH:15]=[C:16]2[C:22]([C:23]3[CH:24]=[N:25][N:26]([CH2:28][C:29]4[CH:34]=[CH:33][CH:32]=[C:31]([F:35])[CH:30]=4)[CH:27]=3)=[CH:21][N:20]([S:36]([C:39]3[CH:40]=[CH:41][C:42]([CH3:43])=[CH:44][CH:45]=3)(=[O:38])=[O:37])[C:17]2=[N:18][CH:19]=1. The catalyst class is: 8. (3) Reactant: CC(C)([O-])C.[K+].[CH:7]1[C:16]2[C:11](=[CH:12][CH:13]=[CH:14][CH:15]=2)[CH:10]=[CH:9][C:8]=1[C:17]1([C:22]2[CH:27]=[CH:26][CH:25]=[CH:24][CH:23]=2)[CH2:19][C:18]1(Br)[CH3:20].O. Product: [CH:7]1[C:16]2[C:11](=[CH:12][CH:13]=[CH:14][CH:15]=2)[CH:10]=[CH:9][C:8]=1[C:17]1([C:22]2[CH:27]=[CH:26][CH:25]=[CH:24][CH:23]=2)[CH2:19][C:18]1=[CH2:20]. The catalyst class is: 16. (4) Reactant: [NH2:1][C:2]1[C:7]([F:8])=[CH:6][C:5]([Br:9])=[CH:4][C:3]=1[OH:10].FC(F)(F)S([O-])(=O)=O.[Yb+3].FC(F)(F)S([O-])(=O)=O.FC(F)(F)S([O-])(=O)=O.[C:36](OC)(OC)(OC)[CH3:37]. Product: [Br:9][C:5]1[CH:6]=[C:7]([F:8])[C:2]2[N:1]=[C:36]([CH3:37])[O:10][C:3]=2[CH:4]=1. The catalyst class is: 14.